From a dataset of Forward reaction prediction with 1.9M reactions from USPTO patents (1976-2016). Predict the product of the given reaction. (1) Given the reactants [NH2:1][C:2]1[N:7]=[CH:6][N:5]=[C:4]2[N:8]([C@@H:12]([C:14]3[CH:21]=[C:20]([Cl:22])[C:17]([C:18]#[N:19])=[C:16]([CH:23]4[CH2:26][N:25]([CH2:27][C@@H:28]([OH:30])[CH3:29])[CH2:24]4)[C:15]=3[O:31][CH3:32])[CH3:13])[N:9]=[C:10]([CH3:11])[C:3]=12.COC1C=C(C=CC=1)C#N.NC1N=CN=C2N([C@@H](C3C=C(Cl)C(C#N)=C(C4CN(C[C@H](O)C)C4)C=3OC)C)N=C(C)C=12, predict the reaction product. The product is: [NH2:1][C:2]1[N:7]=[CH:6][N:5]=[C:4]2[N:8]([CH:12]([C:14]3[CH:21]=[C:20]([Cl:22])[C:17]([C:18]#[N:19])=[C:16]([CH:23]4[CH2:26][N:25]([CH2:27][CH:28]([OH:30])[CH3:29])[CH2:24]4)[C:15]=3[O:31][CH3:32])[CH3:13])[N:9]=[C:10]([CH3:11])[C:3]=12. (2) Given the reactants P(Cl)(Cl)(Cl)=O.[Cl:6][C:7]1[CH:8]=[C:9]2[C:13](=[C:14]([CH3:16])[CH:15]=1)[NH:12][CH:11]=[CH:10]2.CN([CH:20]=[O:21])C, predict the reaction product. The product is: [Cl:6][C:7]1[CH:8]=[C:9]2[C:13](=[C:14]([CH3:16])[CH:15]=1)[NH:12][CH:11]=[C:10]2[CH:20]=[O:21]. (3) Given the reactants [Cl:1][C:2]1[CH:7]=[C:6]2[NH:8][C:9](=[O:31])[C@:10]3([C@H:15]([C:16]4[CH:21]=[CH:20][CH:19]=[C:18]([Cl:22])[CH:17]=4)[CH2:14][C:13](=O)[N:12]([CH2:24][CH2:25][CH2:26]Cl)[C@@H:11]3[C:28]([CH3:30])=[CH2:29])[C:5]2=[CH:4][CH:3]=1.[CH3:32][O:33][CH:34]([Si](C)(C)C)[CH3:35].[NH:40]1[CH2:45][CH2:44][CH2:43][CH2:42][CH2:41]1.FC(F)(F)C(O)=O, predict the reaction product. The product is: [CH3:25][CH2:24][N:12]([CH:11]([CH3:10])[CH3:28])[CH:13]([CH3:14])[CH3:32].[Cl:1][C:2]1[CH:7]=[C:6]2[NH:8][C:9](=[O:31])[C:10]3([CH:15]([C:16]4[CH:21]=[CH:20][CH:19]=[C:18]([Cl:22])[CH:17]=4)[CH2:35][C:34](=[O:33])[N:12]([CH2:24][CH2:25][CH2:26][N:40]4[CH2:45][CH2:44][CH2:43][CH2:42][CH2:41]4)[CH:11]3[C:28]([CH3:30])=[CH2:29])[C:5]2=[CH:4][CH:3]=1. (4) Given the reactants C([C:3]1[C:11]([NH2:12])=[N:10][CH:9]=[CH:8][C:4]=1[C:5]([OH:7])=[O:6])C.[C:13](Cl)(=[O:15])[CH3:14].N1C=CC=[CH:19][CH:18]=1, predict the reaction product. The product is: [C:13]([NH:12][C:11]1[CH:3]=[C:4]([CH:8]=[CH:9][N:10]=1)[C:5]([O:7][CH2:18][CH3:19])=[O:6])(=[O:15])[CH3:14]. (5) Given the reactants [CH2:1]([O:3][C:4]([C:6]1([NH2:11])[CH2:8][CH:7]1[CH:9]=[CH2:10])=[O:5])[CH3:2].CO.[P:14](=[O:18])([OH:17])([OH:16])[OH:15], predict the reaction product. The product is: [P:14]([OH:18])([OH:17])([OH:16])=[O:15].[CH2:1]([O:3][C:4]([C:6]1([NH2:11])[CH2:8][CH:7]1[CH:9]=[CH2:10])=[O:5])[CH3:2]. (6) Given the reactants C1(S([N:10]2[C:18]3[C:13](=[CH:14][CH:15]=[C:16]([S:19]([N:22]4[CH2:27][CH2:26][N:25]([CH2:28][CH:29]5[CH2:34][CH2:33][N:32]([C:35]6[CH:36]=[CH:37][C:38](=[O:42])[N:39]([CH3:41])[N:40]=6)[CH2:31][CH2:30]5)[C:24](=[O:43])[CH2:23]4)(=[O:21])=[O:20])[CH:17]=3)[C:12]([Cl:44])=[CH:11]2)(=O)=O)C=CC=CC=1.[F-].C([N+](CCCC)(CCCC)CCCC)CCC, predict the reaction product. The product is: [Cl:44][C:12]1[C:13]2[C:18](=[CH:17][C:16]([S:19]([N:22]3[CH2:27][CH2:26][N:25]([CH2:28][CH:29]4[CH2:34][CH2:33][N:32]([C:35]5[CH:36]=[CH:37][C:38](=[O:42])[N:39]([CH3:41])[N:40]=5)[CH2:31][CH2:30]4)[C:24](=[O:43])[CH2:23]3)(=[O:20])=[O:21])=[CH:15][CH:14]=2)[NH:10][CH:11]=1. (7) Given the reactants C(OC(=O)[NH:7][C@H:8]1[CH2:13][CH2:12][C@@H:11]([N:14]2[C:19](=[O:20])[C:18]3[CH:21]=[C:22]([F:25])[CH:23]=[N:24][C:17]=3[N:16]([C:26]3[CH:27]=[C:28]([C:32]4[CH:37]=[CH:36][CH:35]=[CH:34][C:33]=4[CH2:38][N:39]4[CH2:44][CH2:43][O:42][CH2:41][CH2:40]4)[CH:29]=[CH:30][CH:31]=3)[C:15]2=[O:45])[CH2:10][CH2:9]1)(C)(C)C.Cl, predict the reaction product. The product is: [NH2:7][C@@H:8]1[CH2:13][CH2:12][C@H:11]([N:14]2[C:19](=[O:20])[C:18]3[CH:21]=[C:22]([F:25])[CH:23]=[N:24][C:17]=3[N:16]([C:26]3[CH:27]=[C:28]([C:32]4[CH:37]=[CH:36][CH:35]=[CH:34][C:33]=4[CH2:38][N:39]4[CH2:44][CH2:43][O:42][CH2:41][CH2:40]4)[CH:29]=[CH:30][CH:31]=3)[C:15]2=[O:45])[CH2:10][CH2:9]1.